Dataset: NCI-60 drug combinations with 297,098 pairs across 59 cell lines. Task: Regression. Given two drug SMILES strings and cell line genomic features, predict the synergy score measuring deviation from expected non-interaction effect. (1) Synergy scores: CSS=20.9, Synergy_ZIP=-5.98, Synergy_Bliss=-0.620, Synergy_Loewe=-0.970, Synergy_HSA=-0.728. Drug 1: C1=CC(=CC=C1CC(C(=O)O)N)N(CCCl)CCCl.Cl. Cell line: HS 578T. Drug 2: CC1=C(C(CCC1)(C)C)C=CC(=CC=CC(=CC(=O)O)C)C. (2) Drug 1: C1=NC2=C(N1)C(=S)N=CN2. Drug 2: CCC1(C2=C(COC1=O)C(=O)N3CC4=CC5=C(C=CC(=C5CN(C)C)O)N=C4C3=C2)O.Cl. Cell line: KM12. Synergy scores: CSS=32.3, Synergy_ZIP=-12.5, Synergy_Bliss=-2.91, Synergy_Loewe=-15.5, Synergy_HSA=-1.28.